From a dataset of Full USPTO retrosynthesis dataset with 1.9M reactions from patents (1976-2016). Predict the reactants needed to synthesize the given product. Given the product [C:10]([O:5][CH2:4][CH2:3][C:2]([OH:9])([CH3:1])[CH2:6][CH2:7][OH:8])(=[O:17])[C:11]1[CH:16]=[CH:15][CH:14]=[CH:13][CH:12]=1, predict the reactants needed to synthesize it. The reactants are: [CH3:1][C:2]([OH:9])([CH2:6][CH2:7][OH:8])[CH2:3][CH2:4][OH:5].[C:10](O[C:10](=[O:17])[C:11]1[CH:16]=[CH:15][CH:14]=[CH:13][CH:12]=1)(=[O:17])[C:11]1[CH:16]=[CH:15][CH:14]=[CH:13][CH:12]=1.N1C=CC=CC=1.